From a dataset of Full USPTO retrosynthesis dataset with 1.9M reactions from patents (1976-2016). Predict the reactants needed to synthesize the given product. (1) Given the product [CH3:11][N:17]1[CH2:22][CH2:21][N:20]([C:5]2[N:4]=[N:3][C:2]([NH2:1])=[CH:7][CH:6]=2)[CH2:19][CH2:18]1, predict the reactants needed to synthesize it. The reactants are: [NH2:1][C:2]1[N:3]=[N:4][C:5](Cl)=[CH:6][CH:7]=1.Cl.Cl[C:11]1C=CC=NC=1.[NH:17]1[CH2:22][CH2:21][NH:20][CH2:19][CH2:18]1.C(=O)([O-])[O-].[K+].[K+]. (2) Given the product [Cl:15][C:13]1[C:12]2[C:7](=[N:8][C:9]([C:16]3[C:21]([C:22]([F:25])([F:24])[F:23])=[CH:20][CH:19]=[CH:18][N:17]=3)=[CH:10][CH:11]=2)[N:6]=[C:5]([O:2][CH3:1])[CH:14]=1, predict the reactants needed to synthesize it. The reactants are: [CH3:1][O-:2].[Na+].Cl[C:5]1[CH:14]=[C:13]([Cl:15])[C:12]2[C:7](=[N:8][C:9]([C:16]3[C:21]([C:22]([F:25])([F:24])[F:23])=[CH:20][CH:19]=[CH:18][N:17]=3)=[CH:10][CH:11]=2)[N:6]=1.O. (3) Given the product [O:40]=[S:37]1(=[O:41])[CH2:38][CH2:39][N:34]([CH2:30][C:27]2[CH:28]=[CH:29][C:11]3[NH:10]/[C:9](=[N:8]\[C:6](=[O:7])[C:5]4[CH:4]=[CH:3][C:2]([F:1])=[CH:33][CH:32]=4)/[N:13]([C@H:14]4[CH2:15][CH2:16][C@@H:17]([C:20](=[O:25])[NH:21][CH:22]([CH3:23])[CH3:24])[CH2:18][CH2:19]4)[C:12]=3[CH:26]=2)[CH2:35][CH2:36]1.[C:6]([NH2:8])(=[O:7])[C:5]1[CH:32]=[CH:33][CH:2]=[CH:3][CH:4]=1, predict the reactants needed to synthesize it. The reactants are: [F:1][C:2]1[CH:33]=[CH:32][C:5]([C:6](/[N:8]=[C:9]2\[NH:10][C:11]3[CH:29]=[CH:28][C:27]([CH2:30]O)=[CH:26][C:12]=3[N:13]\2[C@H:14]2[CH2:19][CH2:18][C@@H:17]([C:20](=[O:25])[NH:21][CH:22]([CH3:24])[CH3:23])[CH2:16][CH2:15]2)=[O:7])=[CH:4][CH:3]=1.[NH:34]1[CH2:39][CH2:38][S:37](=[O:41])(=[O:40])[CH2:36][CH2:35]1. (4) The reactants are: Cl.Cl.[Br:3][C:4]1[CH:9]=[C:8]([N+:10]([O-:12])=[O:11])[CH:7]=[CH:6][C:5]=1[N:13]1[CH2:18][CH2:17][NH:16][CH2:15][CH2:14]1.[CH3:19][Si:20]([CH3:35])([CH3:34])[CH2:21][CH2:22][O:23][C:24](ON1C(=O)CCC1=O)=[O:25].O.C(=O)([O-])[O-].[Na+].[Na+]. Given the product [Br:3][C:4]1[CH:9]=[C:8]([N+:10]([O-:12])=[O:11])[CH:7]=[CH:6][C:5]=1[N:13]1[CH2:18][CH2:17][N:16]([C:24]([O:23][CH2:22][CH2:21][Si:20]([CH3:35])([CH3:34])[CH3:19])=[O:25])[CH2:15][CH2:14]1, predict the reactants needed to synthesize it. (5) Given the product [F:23][C:24]1[CH:25]=[C:26]([CH2:31][C:32]([NH:1][C:2]2[CH:3]=[CH:4][C:5]([C:8]3[CH:13]=[CH:12][C:11]([C:14]([C@@H:16]4[CH2:18][C@H:17]4[C:19]([O:21][CH3:22])=[O:20])=[O:15])=[CH:10][CH:9]=3)=[CH:6][CH:7]=2)=[O:33])[CH:27]=[CH:28][C:29]=1[F:30], predict the reactants needed to synthesize it. The reactants are: [NH2:1][C:2]1[CH:7]=[CH:6][C:5]([C:8]2[CH:13]=[CH:12][C:11]([C:14]([C@@H:16]3[CH2:18][C@H:17]3[C:19]([O:21][CH3:22])=[O:20])=[O:15])=[CH:10][CH:9]=2)=[CH:4][CH:3]=1.[F:23][C:24]1[CH:25]=[C:26]([CH2:31][C:32](O)=[O:33])[CH:27]=[CH:28][C:29]=1[F:30].CN(C1C=CC=CN=1)C.CCN=C=NCCCN(C)C. (6) Given the product [NH2:16][S:13]([N:10]1[CH2:9][CH2:8][CH:7]([C:1]2[CH:6]=[CH:5][CH:4]=[CH:3][CH:2]=2)[CH2:12][CH2:11]1)(=[O:15])=[O:14], predict the reactants needed to synthesize it. The reactants are: [C:1]1([CH:7]2[CH2:12][CH2:11][NH:10][CH2:9][CH2:8]2)[CH:6]=[CH:5][CH:4]=[CH:3][CH:2]=1.[S:13](N)([NH2:16])(=[O:15])=[O:14]. (7) Given the product [CH3:10][CH:11]1[CH2:16][CH2:15][CH2:14][CH2:13][CH:12]1[C:19]1[S:23][N:22]=[C:21]([S:24][CH3:25])[N:20]=1, predict the reactants needed to synthesize it. The reactants are: BrCCBr.C[Si](Cl)(C)C.[CH3:10][CH:11]1[CH2:16][CH2:15][CH2:14][CH2:13][CH:12]1I.Cl[C:19]1[S:23][N:22]=[C:21]([S:24][CH3:25])[N:20]=1.